Dataset: Forward reaction prediction with 1.9M reactions from USPTO patents (1976-2016). Task: Predict the product of the given reaction. (1) Given the reactants [CH3:1][C:2]1[NH:28][C:5]2=[C:6]([N:18]3[CH2:27][CH2:26][C:25]4[C:20](=[CH:21][CH:22]=[CH:23][CH:24]=4)[CH2:19]3)[N:7]=[C:8]([CH2:10][N:11]3[CH2:16][CH2:15][N:14]([CH3:17])[CH2:13][CH2:12]3)[CH:9]=[C:4]2[C:3]=1[CH3:29].[ClH:30], predict the reaction product. The product is: [ClH:30].[CH3:1][C:2]1[NH:28][C:5]2=[C:6]([N:18]3[CH2:27][CH2:26][C:25]4[C:20](=[CH:21][CH:22]=[CH:23][CH:24]=4)[CH2:19]3)[N:7]=[C:8]([CH2:10][N:11]3[CH2:12][CH2:13][N:14]([CH3:17])[CH2:15][CH2:16]3)[CH:9]=[C:4]2[C:3]=1[CH3:29]. (2) Given the reactants C[Si:2]([C:5]#C)([CH3:4])[CH3:3].C([Li])C[CH2:9][CH3:10].[CH:12]1[C:16]2=[C:17]3[C:26](=[CH:27][CH:28]=[C:15]2[S:14][CH:13]=1)[C:25](=O)[C:24]1[C:19](=[CH:20][CH:21]=[C:22]2[S:32][CH:31]=[CH:30][C:23]2=1)[C:18]3=O.[Sn](Cl)Cl, predict the reaction product. The product is: [CH3:5][Si:2]([CH3:3])([CH3:4])[C:25]1[C:26]2[C:17]([C:18]([Si:2]([CH3:5])([CH3:4])[CH3:3])=[C:19]3[C:24]=1[C:23]1[CH:30]=[CH:31][S:32][C:22]=1[CH:21]=[CH:20]3)=[C:16]1[C:12]([C:9]#[CH:10])=[CH:13][S:14][C:15]1=[CH:28][CH:27]=2. (3) Given the reactants [C:1]([Br:5])(Br)(Br)[Br:2].C1C=CC(P(C2C=CC=CC=2)C2C=CC=CC=2)=CC=1.[CH2:25]([O:37][C:38]1[CH:39]=[C:40]([CH:43]=[CH:44][C:45]=1[O:46][CH2:47][CH2:48][CH2:49][CH2:50][CH2:51][CH2:52][CH2:53][CH2:54][CH2:55][CH2:56][CH2:57][CH3:58])[CH:41]=O)[CH2:26][CH2:27][CH2:28][CH2:29][CH2:30][CH2:31][CH2:32][CH2:33][CH2:34][CH2:35][CH3:36], predict the reaction product. The product is: [Br:2][C:1]([Br:5])=[CH:41][C:40]1[CH:43]=[CH:44][C:45]([O:46][CH2:47][CH2:48][CH2:49][CH2:50][CH2:51][CH2:52][CH2:53][CH2:54][CH2:55][CH2:56][CH2:57][CH3:58])=[C:38]([O:37][CH2:25][CH2:26][CH2:27][CH2:28][CH2:29][CH2:30][CH2:31][CH2:32][CH2:33][CH2:34][CH2:35][CH3:36])[CH:39]=1. (4) Given the reactants [Cl:1][C:2]1[CH:7]=[CH:6][C:5]([C:8]2([C:12]([N:14]3[CH2:19][CH2:18][CH2:17][CH:16]([CH2:20][O:21][C:22]4[CH:27]=[CH:26][C:25]([F:28])=[CH:24][CH:23]=4)[CH2:15]3)=O)[CH2:11][CH2:10][CH2:9]2)=[CH:4][CH:3]=1.[H-].[Al+3].[Li+].[H-].[H-].[H-], predict the reaction product. The product is: [Cl:1][C:2]1[CH:3]=[CH:4][C:5]([C:8]2([CH2:12][N:14]3[CH2:19][CH2:18][CH2:17][CH:16]([CH2:20][O:21][C:22]4[CH:23]=[CH:24][C:25]([F:28])=[CH:26][CH:27]=4)[CH2:15]3)[CH2:9][CH2:10][CH2:11]2)=[CH:6][CH:7]=1. (5) Given the reactants [Cl:1][C:2]1[N:7]=[C:6](Cl)[N:5]=[C:4]([NH2:9])[N:3]=1.[CH2:10]1[C:14]2([CH2:19][CH2:18][NH:17][CH2:16][CH2:15]2)[CH2:13][CH:12]([C:20]([O:22][CH2:23][CH3:24])=[O:21])[N:11]1[C:25]([O:27][CH2:28][C:29]1[CH:34]=[CH:33][CH:32]=[CH:31][CH:30]=1)=[O:26].CCN(CC)CC, predict the reaction product. The product is: [NH2:9][C:4]1[N:3]=[C:2]([Cl:1])[N:7]=[C:6]([N:17]2[CH2:16][CH2:15][C:14]3([CH2:10][N:11]([C:25]([O:27][CH2:28][C:29]4[CH:30]=[CH:31][CH:32]=[CH:33][CH:34]=4)=[O:26])[CH:12]([C:20]([O:22][CH2:23][CH3:24])=[O:21])[CH2:13]3)[CH2:19][CH2:18]2)[N:5]=1. (6) Given the reactants [CH3:1][C:2]1[N:37]=[C:5]2[N:6]([CH2:33][C:34](=O)[CH3:35])[C:7](=[O:32])[C:8]([CH2:13][C:14]3[CH:19]=[CH:18][C:17]([C:20]4[CH:25]=[CH:24][CH:23]=[CH:22][C:21]=4[C:26]4[NH:30][C:29](=[O:31])[O:28][N:27]=4)=[CH:16][CH:15]=3)=[C:9]([CH2:10][CH2:11][CH3:12])[N:4]2[N:3]=1.Cl.[NH2:39][O:40][CH3:41].N1C=CC=CC=1.Cl, predict the reaction product. The product is: [CH3:41][O:40]/[N:39]=[C:34](\[CH3:35])/[CH2:33][N:6]1[C:7](=[O:32])[C:8]([CH2:13][C:14]2[CH:19]=[CH:18][C:17]([C:20]3[CH:25]=[CH:24][CH:23]=[CH:22][C:21]=3[C:26]3[NH:30][C:29](=[O:31])[O:28][N:27]=3)=[CH:16][CH:15]=2)=[C:9]([CH2:10][CH2:11][CH3:12])[N:4]2[N:3]=[C:2]([CH3:1])[N:37]=[C:5]12. (7) Given the reactants Cl[C:2]1[CH:3]=[C:4]([CH:9]=[C:10]([CH:12]2[CH2:16][CH2:15][CH2:14][CH2:13]2)[N:11]=1)[C:5]([O:7]C)=[O:6].[CH3:17][O-:18].[Na+].CO, predict the reaction product. The product is: [CH:12]1([C:10]2[CH:9]=[C:4]([CH:3]=[C:2]([O:18][CH3:17])[N:11]=2)[C:5]([OH:7])=[O:6])[CH2:16][CH2:15][CH2:14][CH2:13]1.